Dataset: NCI-60 drug combinations with 297,098 pairs across 59 cell lines. Task: Regression. Given two drug SMILES strings and cell line genomic features, predict the synergy score measuring deviation from expected non-interaction effect. (1) Drug 1: CC1=C(C(CCC1)(C)C)C=CC(=CC=CC(=CC(=O)O)C)C. Drug 2: CCCCCOC(=O)NC1=NC(=O)N(C=C1F)C2C(C(C(O2)C)O)O. Cell line: CCRF-CEM. Synergy scores: CSS=9.89, Synergy_ZIP=-2.94, Synergy_Bliss=2.86, Synergy_Loewe=0.670, Synergy_HSA=5.44. (2) Drug 1: C1C(C(OC1N2C=NC3=C2NC=NCC3O)CO)O. Drug 2: CC1C(C(CC(O1)OC2CC(CC3=C2C(=C4C(=C3O)C(=O)C5=CC=CC=C5C4=O)O)(C(=O)C)O)N)O. Cell line: PC-3. Synergy scores: CSS=51.0, Synergy_ZIP=-0.777, Synergy_Bliss=-0.532, Synergy_Loewe=-40.8, Synergy_HSA=0.315. (3) Drug 1: C1C(C(OC1N2C=NC3=C(N=C(N=C32)Cl)N)CO)O. Drug 2: C(CN)CNCCSP(=O)(O)O. Cell line: OVCAR3. Synergy scores: CSS=7.67, Synergy_ZIP=-1.67, Synergy_Bliss=-2.63, Synergy_Loewe=-0.898, Synergy_HSA=0.630. (4) Drug 1: C1=CC(=CC=C1CCCC(=O)O)N(CCCl)CCCl. Drug 2: CC1=C2C(C(=O)C3(C(CC4C(C3C(C(C2(C)C)(CC1OC(=O)C(C(C5=CC=CC=C5)NC(=O)C6=CC=CC=C6)O)O)OC(=O)C7=CC=CC=C7)(CO4)OC(=O)C)O)C)OC(=O)C. Cell line: SK-OV-3. Synergy scores: CSS=53.3, Synergy_ZIP=-4.53, Synergy_Bliss=-2.88, Synergy_Loewe=-2.07, Synergy_HSA=-0.166. (5) Drug 1: CC1=CC=C(C=C1)C2=CC(=NN2C3=CC=C(C=C3)S(=O)(=O)N)C(F)(F)F. Drug 2: C1CC(C1)(C(=O)O)C(=O)O.[NH2-].[NH2-].[Pt+2]. Cell line: MOLT-4. Synergy scores: CSS=72.1, Synergy_ZIP=-4.68, Synergy_Bliss=-1.79, Synergy_Loewe=2.34, Synergy_HSA=3.04. (6) Drug 1: C1=CC=C(C=C1)NC(=O)CCCCCCC(=O)NO. Drug 2: N.N.Cl[Pt+2]Cl. Cell line: SF-268. Synergy scores: CSS=48.1, Synergy_ZIP=6.48, Synergy_Bliss=7.65, Synergy_Loewe=0.626, Synergy_HSA=6.24.